From a dataset of Full USPTO retrosynthesis dataset with 1.9M reactions from patents (1976-2016). Predict the reactants needed to synthesize the given product. (1) Given the product [Cl:26][C:25]1[C:2]([Cl:1])=[CH:3][C:4]2[N:8]=[C:7]([CH2:9][CH:10]([C:17]3[CH:22]=[CH:21][C:20]([Cl:23])=[CH:19][CH:18]=3)[CH2:11][C:12]([OH:14])=[O:13])[NH:6][C:5]=2[CH:24]=1.[ClH:27], predict the reactants needed to synthesize it. The reactants are: [Cl:1][C:2]1[C:25]([Cl:26])=[CH:24][C:5]2[N:6]=[C:7]([CH2:9][CH:10]([C:17]3[CH:22]=[CH:21][C:20]([Cl:23])=[CH:19][CH:18]=3)[CH2:11][C:12]([O:14]CC)=[O:13])[NH:8][C:4]=2[CH:3]=1.[Cl:27]C1C(Cl)=CC(N)=C(N)C=1.C(N(CC)CC)C.ClC1C=CC(C2CC(=O)OC(=O)C2)=CC=1. (2) Given the product [C:59]([O:58][C:56]([N:54]([CH3:55])[CH2:53][CH2:52][N:50]([CH3:51])[C:49]([O:48][C:45]1[CH:46]=[C:47]2[C:42]([C@H:41]([CH2:68][Cl:69])[CH2:40][N:39]2[C:37](=[O:38])[CH2:36][CH2:35][CH2:34][C:33]([N:30]2[C:31]3[C:27](=[C:26]4[C:73]([CH3:76])=[CH:74][S:75][C:25]4=[C:24]([O:23][C@@H:6]4[O:7][C@H:8]([C:19]([OH:21])=[O:20])[C@@H:9]([OH:15])[C@H:10]([OH:11])[C@H:5]4[OH:4])[CH:32]=3)[C@H:28]([CH2:71][Cl:72])[CH2:29]2)=[O:70])=[C:43]2[C:66]([CH3:67])=[CH:65][S:64][C:44]=12)=[O:63])=[O:57])([CH3:62])([CH3:61])[CH3:60], predict the reactants needed to synthesize it. The reactants are: C([O:4][C@@H:5]1[C@@H:10]([O:11]C(=O)C)[C@H:9]([O:15]C(=O)C)[C@@H:8]([C:19]([O:21]C)=[O:20])[O:7][C@H:6]1[O:23][C:24]1[CH:32]=[C:31]2[C:27]([C@H:28]([CH2:71][Cl:72])[CH2:29][N:30]2[C:33](=[O:70])[CH2:34][CH2:35][CH2:36][C:37]([N:39]2[C:47]3[C:42](=[C:43]4[C:66]([CH3:67])=[CH:65][S:64][C:44]4=[C:45]([O:48][C:49](=[O:63])[N:50]([CH2:52][CH2:53][N:54]([C:56]([O:58][C:59]([CH3:62])([CH3:61])[CH3:60])=[O:57])[CH3:55])[CH3:51])[CH:46]=3)[C@H:41]([CH2:68][Cl:69])[CH2:40]2)=[O:38])=[C:26]2[C:73]([CH3:76])=[CH:74][S:75][C:25]=12)(=O)C.O[Li].O.C(O)(=O)C. (3) Given the product [Cl:16][C:13]1[CH:14]=[CH:15][C:10]2[CH2:9][NH:8][CH2:7][CH:6]([CH:3]3[CH2:5][CH2:4]3)[O:18][C:11]=2[N:12]=1, predict the reactants needed to synthesize it. The reactants are: [H-].[Na+].[CH:3]1([CH:6]([OH:18])[CH2:7][NH:8][CH2:9][C:10]2[C:11](Cl)=[N:12][C:13]([Cl:16])=[CH:14][CH:15]=2)[CH2:5][CH2:4]1.CO. (4) The reactants are: O.[OH-].[Li+].[Cl:4][C:5]1[N:10]=[C:9]([CH2:11][CH2:12][CH2:13][C:14]([O:16]CC)=[O:15])[CH:8]=[CH:7][CH:6]=1.CO.C(O)(=O)CC(CC(O)=O)(C(O)=O)O. Given the product [Cl:4][C:5]1[N:10]=[C:9]([CH2:11][CH2:12][CH2:13][C:14]([OH:16])=[O:15])[CH:8]=[CH:7][CH:6]=1, predict the reactants needed to synthesize it. (5) Given the product [CH2:1]([O:8][C:9]1[CH:10]=[CH:11][C:12]([O:19][CH3:20])=[C:13]([CH:18]=1)[C:14]([O:16][CH3:17])=[O:15])[C:2]1[CH:3]=[CH:4][CH:5]=[CH:6][CH:7]=1, predict the reactants needed to synthesize it. The reactants are: [CH2:1]([O:8][C:9]1[CH:10]=[CH:11][C:12]([OH:19])=[C:13]([CH:18]=1)[C:14]([O:16][CH3:17])=[O:15])[C:2]1[CH:7]=[CH:6][CH:5]=[CH:4][CH:3]=1.[C:20](=O)([O-])[O-].[Cs+].[Cs+].CI.